Dataset: Full USPTO retrosynthesis dataset with 1.9M reactions from patents (1976-2016). Task: Predict the reactants needed to synthesize the given product. (1) Given the product [CH3:1][C:2]1[CH:11]=[CH:10][C:9]([N:12]2[CH2:13][CH2:14][NH:15][CH2:16][CH2:17]2)=[C:8]2[C:3]=1[CH2:4][CH2:5][C@@H:6]([NH:19][S:20]([C:23]1[CH:32]=[CH:31][C:30]3[C:25](=[CH:26][CH:27]=[CH:28][CH:29]=3)[CH:24]=1)(=[O:22])=[O:21])[CH2:7]2, predict the reactants needed to synthesize it. The reactants are: [CH3:1][C:2]1[CH:11]=[CH:10][C:9]([N:12]2[CH2:17][CH2:16][N:15](C)[CH2:14][CH2:13]2)=[C:8]2[C:3]=1[CH2:4][CH2:5][C@@H:6]([NH:19][S:20]([C:23]1[CH:32]=[CH:31][C:30]3[C:25](=[CH:26][CH:27]=[CH:28][CH:29]=3)[CH:24]=1)(=[O:22])=[O:21])[CH2:7]2.ClC(OCCCl)=O.CO. (2) The reactants are: [Cl:1][C:2]1[CH:3]=[C:4]([C:9]2[S:13][C:12]([C:14](O)=[O:15])=[N:11][C:10]=2[C:17]2[CH:22]=[CH:21][C:20]([F:23])=[C:19]([C:24]#[N:25])[CH:18]=2)[CH:5]=[C:6]([F:8])[CH:7]=1.C1CN([P+](ON2N=[N:50][C:45]3C=CC=CC2=3)(N2CCCC2)N2CCCC2)CC1.F[P-](F)(F)(F)(F)F.C([N:62](CC)C(C)C)(C)C.[O:68]1CC[CH2:70][CH2:69]1. Given the product [Cl:1][C:2]1[CH:3]=[C:4]([C:9]2[S:13][C:12]([C:14]([N:62]3[CH2:70][C:69](=[O:68])[NH:50][CH2:45]3)=[O:15])=[N:11][C:10]=2[C:17]2[CH:22]=[CH:21][C:20]([F:23])=[C:19]([C:24]#[N:25])[CH:18]=2)[CH:5]=[C:6]([F:8])[CH:7]=1, predict the reactants needed to synthesize it. (3) Given the product [ClH:1].[CH3:13][N:10]1[C:8]2[N:9]=[C:4]([C:2]#[N:3])[N:5]=[C:6]([C:14]3[CH:35]=[CH:34][C:17]([O:18][CH2:19][CH2:20][CH:21]4[CH2:22][CH2:23][NH:24][CH2:25][CH2:26]4)=[C:16]([C:36]([F:37])([F:38])[F:39])[CH:15]=3)[C:7]=2[CH:12]=[CH:11]1, predict the reactants needed to synthesize it. The reactants are: [ClH:1].[C:2]([C:4]1[N:5]=[C:6]([C:14]2[CH:35]=[CH:34][C:17]([O:18][CH2:19][CH2:20][CH:21]3[CH2:26][CH2:25][N:24](C(OC(C)(C)C)=O)[CH2:23][CH2:22]3)=[C:16]([C:36]([F:39])([F:38])[F:37])[CH:15]=2)[C:7]2[CH:12]=[CH:11][N:10]([CH3:13])[C:8]=2[N:9]=1)#[N:3]. (4) Given the product [ClH:33].[F:1][C:2]1[CH:28]=[C:27]([S:29]([CH3:32])(=[O:31])=[O:30])[CH:26]=[CH:25][C:3]=1[O:4][C@H:5]1[C@@H:9]([OH:10])[CH2:8][N:7]([CH:11]2[CH2:12][CH2:13][NH:14][CH2:15][CH2:16]2)[C:6]1=[O:24], predict the reactants needed to synthesize it. The reactants are: [F:1][C:2]1[CH:28]=[C:27]([S:29]([CH3:32])(=[O:31])=[O:30])[CH:26]=[CH:25][C:3]=1[O:4][C@H:5]1[C@@H:9]([OH:10])[CH2:8][N:7]([CH:11]2[CH2:16][CH2:15][N:14](C(OC(C)(C)C)=O)[CH2:13][CH2:12]2)[C:6]1=[O:24].[ClH:33]. (5) Given the product [CH2:1]([O:4][C:5]1[CH:6]=[C:7]([CH:14]=[CH:15][C:16]=1[O:17][CH2:18][CH2:19][CH3:20])[C:8]([OH:10])=[O:9])[CH2:2][CH3:3], predict the reactants needed to synthesize it. The reactants are: [CH2:1]([O:4][C:5]1[CH:6]=[C:7]([CH:14]=[CH:15][C:16]=1[O:17][CH2:18][CH2:19][CH3:20])[C:8]([O:10]CCC)=[O:9])[CH2:2][CH3:3].[OH-].[K+].O.